Dataset: Full USPTO retrosynthesis dataset with 1.9M reactions from patents (1976-2016). Task: Predict the reactants needed to synthesize the given product. (1) Given the product [O:9]1[C:5]2[CH:4]=[C:3]([C:12](=[O:14])[CH3:13])[CH:11]=[CH:10][C:6]=2[CH2:7][CH2:8]1, predict the reactants needed to synthesize it. The reactants are: Br[Mg][C:3]1[CH:11]=[CH:10][C:6]2[CH2:7][CH2:8][O:9][C:5]=2[CH:4]=1.[C:12](OC(=O)C)(=[O:14])[CH3:13]. (2) Given the product [CH3:17][CH:12]1[C:11]2[N:10]=[N:9][N:8]([C:4]3[CH:3]=[C:2]([CH3:1])[CH:7]=[CH:6][N:5]=3)[C:16]=2[CH2:15][CH2:14][N:13]1[C:40]([C:39]1[CH:43]=[CH:44][CH:45]=[C:37]([O:36][C:35]([F:47])([F:46])[F:34])[CH:38]=1)=[O:41], predict the reactants needed to synthesize it. The reactants are: [CH3:1][C:2]1[CH:7]=[CH:6][N:5]=[C:4]([N:8]2[C:16]3[CH:15]=[CH:14][N:13]=[CH:12][C:11]=3[N:10]=[N:9]2)[CH:3]=1.[CH3:17]C1C(N2C3C=CN=CC=3N=N2)=NC=C(C)C=1.[F:34][C:35]([F:47])([F:46])[O:36][C:37]1[CH:38]=[C:39]([CH:43]=[CH:44][CH:45]=1)[C:40](O)=[O:41].ClC1C(C(F)(F)F)=CC=CC=1C(Cl)=O. (3) Given the product [NH2:1][C:2]1[CH:10]=[CH:9][C:5]([C:6]([O:8][CH2:18][C:19]2[CH:24]=[CH:23][CH:22]=[CH:21][CH:20]=2)=[O:7])=[C:4]([F:11])[CH:3]=1, predict the reactants needed to synthesize it. The reactants are: [NH2:1][C:2]1[CH:10]=[CH:9][C:5]([C:6]([OH:8])=[O:7])=[C:4]([F:11])[CH:3]=1.C(=O)([O-])[O-].[K+].[K+].[CH2:18](Br)[C:19]1[CH:24]=[CH:23][CH:22]=[CH:21][CH:20]=1.O. (4) The reactants are: [CH3:1][C:2]1[CH:3]=[C:4]([CH:7]=[C:8]([CH3:11])[C:9]=1[OH:10])[CH:5]=[O:6].C(=O)([O-])[O-].[Cs+].[Cs+].Br[C:19]([CH3:26])([CH3:25])[C:20]([O:22][CH2:23][CH3:24])=[O:21].C(OCC)(=O)C. Given the product [CH:5]([C:4]1[CH:7]=[C:8]([CH3:11])[C:9]([O:10][C:19]([CH3:26])([CH3:25])[C:20]([O:22][CH2:23][CH3:24])=[O:21])=[C:2]([CH3:1])[CH:3]=1)=[O:6], predict the reactants needed to synthesize it. (5) Given the product [Br:15][C:9]1[CH:10]=[C:11]2[C:6](=[CH:7][CH:8]=1)[O:5][C:4]([C:1](=[O:3])[CH2:2][Br:16])=[CH:13][C:12]2=[O:14], predict the reactants needed to synthesize it. The reactants are: [C:1]([C:4]1[O:5][C:6]2[C:11]([C:12](=[O:14])[CH:13]=1)=[CH:10][C:9]([Br:15])=[CH:8][CH:7]=2)(=[O:3])[CH3:2].[Br:16]Br. (6) Given the product [Si:9]([O:16][CH2:17][C@@H:18]1[C@H:19]2[O:26][C:25]([CH3:28])([CH3:27])[O:24][C@H:20]2[CH:21]([CH2:7][C:6]#[N:8])[N:22]1[OH:23])([C:12]([CH3:15])([CH3:13])[CH3:14])([CH3:10])[CH3:11], predict the reactants needed to synthesize it. The reactants are: [Li]CCCC.[C:6](#[N:8])[CH3:7].[Si:9]([O:16][CH2:17][C@H:18]1[N+:22]([O-:23])=[CH:21][C@@H:20]2[O:24][C:25]([CH3:28])([CH3:27])[O:26][C@H:19]12)([C:12]([CH3:15])([CH3:14])[CH3:13])([CH3:11])[CH3:10]. (7) Given the product [O:45]=[C:36]1[C:37]2[C:42](=[CH:41][CH:40]=[CH:39][CH:38]=2)[C:43](=[O:44])[N:35]1[O:1][CH:2]1[CH2:3][CH2:4][N:5]([C:8]([O:10][C:11]([CH3:14])([CH3:13])[CH3:12])=[O:9])[CH2:6][CH2:7]1, predict the reactants needed to synthesize it. The reactants are: [OH:1][CH:2]1[CH2:7][CH2:6][N:5]([C:8]([O:10][C:11]([CH3:14])([CH3:13])[CH3:12])=[O:9])[CH2:4][CH2:3]1.C1(P(C2C=CC=CC=2)C2C=CC=CC=2)C=CC=CC=1.O[N:35]1[C:43](=[O:44])[C:42]2[C:37](=[CH:38][CH:39]=[CH:40][CH:41]=2)[C:36]1=[O:45].N(/C(OC(C)C)=O)=N\C(OC(C)C)=O. (8) Given the product [CH2:1]([N:8]1[CH2:13][CH2:12][C:11]2([C:21]3[C:16](=[CH:17][CH:18]=[CH:19][C:20]=3[CH2:22][NH:23][C:24](=[O:30])[O:25][C:26]([CH3:27])([CH3:29])[CH3:28])[N:15]([C:87]3[C:88]4[CH:95]([CH2:96][CH3:97])[CH2:94][CH2:93][C:89]=4[N:90]=[CH:91][N:92]=3)[CH2:14]2)[CH2:10][CH2:9]1)[C:2]1[CH:3]=[CH:4][CH:5]=[CH:6][CH:7]=1, predict the reactants needed to synthesize it. The reactants are: [CH2:1]([N:8]1[CH2:13][CH2:12][C:11]2([C:21]3[C:16](=[CH:17][CH:18]=[CH:19][C:20]=3[CH2:22][NH:23][C:24](=[O:30])[O:25][C:26]([CH3:29])([CH3:28])[CH3:27])[NH:15][CH2:14]2)[CH2:10][CH2:9]1)[C:2]1[CH:7]=[CH:6][CH:5]=[CH:4][CH:3]=1.CC1(C)C2C(=C(P(C3C=CC=CC=3)C3C=CC=CC=3)C=CC=2)OC2C(P(C3C=CC=CC=3)C3C=CC=CC=3)=CC=CC1=2.C([O-])([O-])=O.[Cs+].[Cs+].C1(C)C=CC=CC=1.Cl[C:87]1[C:88]2[CH:95]([CH2:96][CH3:97])[CH2:94][CH2:93][C:89]=2[N:90]=[CH:91][N:92]=1. (9) Given the product [CH3:23][C:20]1([CH3:24])[O:19][CH2:18][C:10]2([CH2:11][C:12]3[C:17](=[CH:16][CH:15]=[CH:14][CH:13]=3)[CH:9]2[NH2:8])[CH2:22][O:21]1, predict the reactants needed to synthesize it. The reactants are: [H-].[Al+3].[Li+].[H-].[H-].[H-].O[N:8]=[C:9]1[C:17]2[C:12](=[CH:13][CH:14]=[CH:15][CH:16]=2)[CH2:11][C:10]21[CH2:22][O:21][C:20]([CH3:24])([CH3:23])[O:19][CH2:18]2.C1COCC1.[OH-].[Na+]. (10) Given the product [Cl:1][C:2]1[CH:7]=[C:6]([C:8]([F:10])([F:9])[F:11])[CH:5]=[CH:4][C:3]=1[N:12]1[C:21]2[C:16](=[CH:17][C:18]([S:22]([N:25]([CH2:31][C:32]3[CH:37]=[CH:36][C:35]([O:38][CH3:39])=[CH:34][C:33]=3[O:40][CH3:41])[C:26]3[S:30][N:29]=[CH:28][N:27]=3)(=[O:24])=[O:23])=[CH:19][CH:20]=2)[N:15]([CH3:45])[CH2:14][CH2:13]1, predict the reactants needed to synthesize it. The reactants are: [Cl:1][C:2]1[CH:7]=[C:6]([C:8]([F:11])([F:10])[F:9])[CH:5]=[CH:4][C:3]=1[N:12]1[C:21]2[C:16](=[CH:17][C:18]([S:22]([N:25]([CH2:31][C:32]3[CH:37]=[CH:36][C:35]([O:38][CH3:39])=[CH:34][C:33]=3[O:40][CH3:41])[C:26]3[S:30][N:29]=[CH:28][N:27]=3)(=[O:24])=[O:23])=[CH:19][CH:20]=2)[NH:15][CH2:14][CH2:13]1.[H-].[Na+].I[CH3:45].